From a dataset of Catalyst prediction with 721,799 reactions and 888 catalyst types from USPTO. Predict which catalyst facilitates the given reaction. (1) Reactant: [N:1]1[CH:6]=[CH:5][CH:4]=[CH:3][C:2]=1[C:7]1[NH:11][CH:10]=[C:9]([CH:12]=[O:13])[CH:8]=1.[H-].[Na+].C1OCCOCCOCCOCCOC1.[C:31]1([S:37](Cl)(=[O:39])=[O:38])[CH:36]=[CH:35][CH:34]=[CH:33][CH:32]=1. Product: [C:31]1([S:37]([N:11]2[C:7]([C:2]3[CH:3]=[CH:4][CH:5]=[CH:6][N:1]=3)=[CH:8][C:9]([CH:12]=[O:13])=[CH:10]2)(=[O:39])=[O:38])[CH:36]=[CH:35][CH:34]=[CH:33][CH:32]=1. The catalyst class is: 334. (2) Reactant: [C:1]1(C)C=CC(S(O)(=O)=O)=C[CH:2]=1.[NH2:12][C:13]1[N:17]([C:18]([NH2:20])=[O:19])[N:16]=[C:15]([CH3:21])[C:14]=1[C:22]1[CH:27]=[CH:26][C:25]([O:28][CH3:29])=[CH:24][C:23]=1[CH3:30].C(OC)(OC)(OC)C.O. Product: [CH3:29][O:28][C:25]1[CH:26]=[CH:27][C:22]([C:14]2[C:15]([CH3:21])=[N:16][N:17]3[C:18]([OH:19])=[N:20][C:1]([CH3:2])=[N:12][C:13]=23)=[C:23]([CH3:30])[CH:24]=1. The catalyst class is: 10. (3) Reactant: [CH:1]1([N:4]2[C:13]3[C:8](=[C:9]([N+:20]([O-])=O)[C:10]([F:19])=[C:11]([F:18])[C:12]=3[O:14][CH:15]([CH3:17])[CH3:16])[C:7](=[O:23])[C:6]([C:24]([O:26][CH2:27][CH3:28])=[O:25])=[CH:5]2)[CH2:3][CH2:2]1.O. Product: [NH2:20][C:9]1[C:10]([F:19])=[C:11]([F:18])[C:12]([O:14][CH:15]([CH3:17])[CH3:16])=[C:13]2[C:8]=1[C:7](=[O:23])[C:6]([C:24]([O:26][CH2:27][CH3:28])=[O:25])=[CH:5][N:4]2[CH:1]1[CH2:3][CH2:2]1. The catalyst class is: 409.